Dataset: Peptide-MHC class I binding affinity with 185,985 pairs from IEDB/IMGT. Task: Regression. Given a peptide amino acid sequence and an MHC pseudo amino acid sequence, predict their binding affinity value. This is MHC class I binding data. (1) The peptide sequence is RIFPATHYV. The MHC is HLA-B15:42 with pseudo-sequence HLA-B15:42. The binding affinity (normalized) is 0.213. (2) The peptide sequence is KTTYWWDGL. The MHC is HLA-B08:02 with pseudo-sequence HLA-B08:02. The binding affinity (normalized) is 0.0847. (3) The peptide sequence is AYAKRAAEL. The MHC is H-2-Dd with pseudo-sequence H-2-Dd. The binding affinity (normalized) is 0.144. (4) The peptide sequence is TTGIGYQPY. The MHC is HLA-A01:01 with pseudo-sequence HLA-A01:01. The binding affinity (normalized) is 0.398. (5) The MHC is HLA-B08:01 with pseudo-sequence HLA-B08:01. The binding affinity (normalized) is 0.710. The peptide sequence is RRRRRRAAL. (6) The peptide sequence is GPKVKQWPL. The MHC is HLA-A02:01 with pseudo-sequence HLA-A02:01. The binding affinity (normalized) is 0. (7) The peptide sequence is EAEPPFGESY. The MHC is HLA-A26:01 with pseudo-sequence HLA-A26:01. The binding affinity (normalized) is 0.399. (8) The peptide sequence is AWEILKFLI. The MHC is HLA-A23:01 with pseudo-sequence HLA-A23:01. The binding affinity (normalized) is 0.242. (9) The peptide sequence is RRDYRRGL. The MHC is Patr-A0101 with pseudo-sequence Patr-A0101. The binding affinity (normalized) is 0.385. (10) The peptide sequence is APPPPGGPV. The MHC is HLA-B07:02 with pseudo-sequence HLA-B07:02. The binding affinity (normalized) is 0.893.